This data is from Full USPTO retrosynthesis dataset with 1.9M reactions from patents (1976-2016). The task is: Predict the reactants needed to synthesize the given product. (1) Given the product [O:2]1[C:1]([C:3]2[CH:12]=[CH:11][C:6]([C:7]([O:9][CH3:10])=[O:8])=[CH:5][CH:4]=2)=[CH:24][N:23]=[CH:22]1, predict the reactants needed to synthesize it. The reactants are: [CH:1]([C:3]1[CH:12]=[CH:11][C:6]([C:7]([O:9][CH3:10])=[O:8])=[CH:5][CH:4]=1)=[O:2].C1(C)C=CC(S([CH2:22][N:23]=[C:24]=O)(=O)=O)=CC=1. (2) Given the product [C:26]([O:29][CH2:30][C:31](=[O:32])[NH:19][NH:18][C:16]([C:13]1[N:14]=[N:15][C:10]([N:8]2[CH2:9][CH:6]([CH2:5][C:4]3[CH:20]=[CH:21][CH:22]=[CH:23][C:3]=3[C:2]([F:1])([F:24])[F:25])[CH2:7]2)=[CH:11][CH:12]=1)=[O:17])(=[O:28])[CH3:27], predict the reactants needed to synthesize it. The reactants are: [F:1][C:2]([F:25])([F:24])[C:3]1[CH:23]=[CH:22][CH:21]=[CH:20][C:4]=1[CH2:5][CH:6]1[CH2:9][N:8]([C:10]2[N:15]=[N:14][C:13]([C:16]([NH:18][NH2:19])=[O:17])=[CH:12][CH:11]=2)[CH2:7]1.[C:26]([O:29][CH2:30][C:31](Cl)=[O:32])(=[O:28])[CH3:27].O. (3) Given the product [C:1]([CH:5]1[N:14]2[C:9](=[CH:10][C:11](=[O:20])[C:12]([C:15]([OH:17])=[O:16])=[CH:13]2)[C:8]2[CH:21]=[C:22]([O:32][CH3:33])[C:23]([O:25][CH2:26][C:27]([F:31])([F:30])[CH2:28][OH:29])=[CH:24][C:7]=2[CH2:6]1)([CH3:4])([CH3:2])[CH3:3], predict the reactants needed to synthesize it. The reactants are: [C:1]([CH:5]1[N:14]2[C:9](=[CH:10][C:11](=[O:20])[C:12]([C:15]([O:17]CC)=[O:16])=[CH:13]2)[C:8]2[CH:21]=[C:22]([O:32][CH3:33])[C:23]([O:25][CH2:26][C:27]([F:31])([F:30])[CH2:28][OH:29])=[CH:24][C:7]=2[CH2:6]1)([CH3:4])([CH3:3])[CH3:2].[Li+].[OH-].Cl. (4) Given the product [Cl:1][C:2]1[CH:3]=[CH:4][C:5]([O:18][CH3:19])=[C:6]([S:8][C:9]2[CH:17]=[CH:16][C:12]([C:13]([NH:22][CH3:21])=[O:14])=[CH:11][CH:10]=2)[CH:7]=1, predict the reactants needed to synthesize it. The reactants are: [Cl:1][C:2]1[CH:3]=[CH:4][C:5]([O:18][CH3:19])=[C:6]([S:8][C:9]2[CH:17]=[CH:16][C:12]([C:13](O)=[O:14])=[CH:11][CH:10]=2)[CH:7]=1.Cl.[CH3:21][N:22](C)CCCN=C=NCC.ON1C2C=CC=CC=2N=N1.C(N(CC)C(C)C)(C)C.CN. (5) Given the product [F:1][C:2]1[CH:7]=[CH:6][C:5]([C:8]2[C:17]([N:18]([CH3:33])[CH2:19][C:20]3[CH:25]=[CH:24][CH:23]=[CH:22][N:21]=3)=[N:16][C:15]3[C:10](=[CH:11][CH:12]=[C:13]([C:26]([O:28][CH3:29])=[O:27])[CH:14]=3)[N:9]=2)=[CH:4][CH:3]=1, predict the reactants needed to synthesize it. The reactants are: [F:1][C:2]1[CH:7]=[CH:6][C:5]([C:8]2[C:17]([NH:18][CH2:19][C:20]3[CH:25]=[CH:24][CH:23]=[CH:22][N:21]=3)=[N:16][C:15]3[C:10](=[CH:11][CH:12]=[C:13]([C:26]([O:28][CH3:29])=[O:27])[CH:14]=3)[N:9]=2)=[CH:4][CH:3]=1.[H-].[Na+].I[CH3:33]. (6) The reactants are: C([Li])CCC.[CH3:6][N:7]1[CH2:12][CH2:11][N:10]([CH2:13][C:14]#[CH:15])[CH2:9][CH2:8]1.[C:16](=[O:18])=[O:17].O. Given the product [CH3:6][N:7]1[CH2:12][CH2:11][N:10]([CH2:13][C:14]#[C:15][C:16]([OH:18])=[O:17])[CH2:9][CH2:8]1, predict the reactants needed to synthesize it. (7) Given the product [OH:3][CH2:2][C:4]1[N:9]=[CH:8][C:7]([C:10]2[CH:19]=[C:18]3[C:13]([CH:14]=[C:15]([NH:20][C:21]([CH:23]4[CH2:25][CH2:24]4)=[O:22])[N:16]=[CH:17]3)=[CH:12][CH:11]=2)=[C:6]([CH3:26])[CH:5]=1, predict the reactants needed to synthesize it. The reactants are: [Na].[CH:2]([C:4]1[N:9]=[CH:8][C:7]([C:10]2[CH:19]=[C:18]3[C:13]([CH:14]=[C:15]([NH:20][C:21]([CH:23]4[CH2:25][CH2:24]4)=[O:22])[N:16]=[CH:17]3)=[CH:12][CH:11]=2)=[C:6]([CH3:26])[CH:5]=1)=[O:3]. (8) Given the product [CH3:1][C:2]1[C:9]([C:10]2[S:11][C:12]([C:21]3[NH:25][N:30]=[CH:32][CH:22]=3)=[C:13]([C:15]3[CH:20]=[CH:19][CH:18]=[CH:17][CH:16]=3)[N:14]=2)=[C:5]2[S:6][CH:7]=[CH:8][N:4]2[N:3]=1, predict the reactants needed to synthesize it. The reactants are: [CH3:1][C:2]1[C:9]([C:10]2[S:11][C:12]([C:21](=O)[CH3:22])=[C:13]([C:15]3[CH:20]=[CH:19][CH:18]=[CH:17][CH:16]=3)[N:14]=2)=[C:5]2[S:6][CH:7]=[CH:8][N:4]2[N:3]=1.O.[NH2:25]N.COC(OC)[N:30]([CH3:32])C.